From a dataset of Forward reaction prediction with 1.9M reactions from USPTO patents (1976-2016). Predict the product of the given reaction. (1) Given the reactants FC(F)(F)C(O)=O.[CH3:8][O:9][N:10]=[CH:11][C:12]1[C:13]([NH2:25])=[N:14][CH:15]=[N:16][C:17]=1[N:18]1[CH2:23][CH2:22][CH:21]([NH2:24])[CH2:20][CH2:19]1.[N+](C1C=CC([O:35][C:36](=O)[NH:37][C:38]2[CH:43]=[CH:42][C:41]([N:44]3[CH2:49][CH2:48][CH2:47][CH2:46][CH2:45]3)=[CH:40][CH:39]=2)=CC=1)([O-])=O.CCN(C(C)C)C(C)C, predict the reaction product. The product is: [NH2:25][C:13]1[N:14]=[CH:15][N:16]=[C:17]([N:18]2[CH2:23][CH2:22][CH:21]([NH:24][C:36]([NH:37][C:38]3[CH:39]=[CH:40][C:41]([N:44]4[CH2:49][CH2:48][CH2:47][CH2:46][CH2:45]4)=[CH:42][CH:43]=3)=[O:35])[CH2:20][CH2:19]2)[C:12]=1[CH:11]=[N:10][O:9][CH3:8]. (2) Given the reactants [OH:1][CH2:2][CH2:3][CH:4]1[C:9]2[S:10][C:11]([C:13]([NH2:15])=[O:14])=[CH:12][C:8]=2[CH2:7][CH2:6][O:5]1.[CH3:16]C1(CC(OCC)=O)C2SC=CC=2CCO1, predict the reaction product. The product is: [OH:1][CH2:2][CH2:3][C:4]1([CH3:16])[C:9]2[S:10][C:11]([C:13]([NH2:15])=[O:14])=[CH:12][C:8]=2[CH2:7][CH2:6][O:5]1. (3) Given the reactants [Br:1][C:2]1[CH:7]=[CH:6][C:5]([C:8]2(O)[CH2:12][CH2:11][CH2:10][CH2:9]2)=[CH:4][CH:3]=1.C1(C)C=CC(S(O)(=O)=O)=CC=1, predict the reaction product. The product is: [Br:1][C:2]1[CH:7]=[CH:6][C:5]([C:8]2[CH2:12][CH2:11][CH2:10][CH:9]=2)=[CH:4][CH:3]=1. (4) The product is: [O:75]=[C:66]1[NH:67][C:68]2[CH:74]=[N:73][CH:72]=[CH:71][C:69]=2[CH2:70][N:65]1[CH:62]1[CH2:61][CH2:60][N:59]([C:35]([NH:1][C@@H:2]2[N:8]=[C:7]([C:9]3[CH:10]=[CH:11][CH:12]=[CH:13][CH:14]=3)[C:6]3[CH:15]=[CH:16][CH:17]=[CH:18][C:5]=3[N:4]([CH2:19][C:20]([F:21])([F:23])[F:22])[C:3]2=[O:24])=[O:36])[CH2:64][CH2:63]1. Given the reactants [NH2:1][CH:2]1[N:8]=[C:7]([C:9]2[CH:14]=[CH:13][CH:12]=[CH:11][CH:10]=2)[C:6]2[CH:15]=[CH:16][CH:17]=[CH:18][C:5]=2[N:4]([CH2:19][C:20]([F:23])([F:22])[F:21])[C:3]1=[O:24].C1C([N+]([O-])=O)=CC=C([Cl-][C:35]([O-])=[O:36])C=1.C(N(CC)CC)C.OC(C(F)(F)F)=O.OC(C(F)(F)F)=O.[NH:59]1[CH2:64][CH2:63][CH:62]([N:65]2[CH2:70][C:69]3[CH:71]=[CH:72][N:73]=[CH:74][C:68]=3[NH:67][C:66]2=[O:75])[CH2:61][CH2:60]1, predict the reaction product. (5) The product is: [C:10]([C:3]1[C:2]([F:1])=[CH:7][C:6]([N:28]2[CH2:29][C@@H:24]3[CH2:30][C@H:27]2[CH2:26][N:25]3[C:31]([O:33][C:34]([CH3:37])([CH3:36])[CH3:35])=[O:32])=[CH:5][C:4]=1[F:9])(=[O:12])[CH3:11]. Given the reactants [F:1][C:2]1[CH:7]=[C:6](F)[CH:5]=[C:4]([F:9])[C:3]=1[C:10](=[O:12])[CH3:11].CN(C)P(N(C)C)(N(C)C)=O.[C@H:24]12[CH2:30][C@H:27]([NH:28][CH2:29]1)[CH2:26][N:25]2[C:31]([O:33][C:34]([CH3:37])([CH3:36])[CH3:35])=[O:32].C(=O)([O-])[O-].[K+].[K+], predict the reaction product. (6) Given the reactants [Br:1][C:2]1[CH:3]=[N:4][C:5](Cl)=[N:6][CH:7]=1.[C:9]([O:13][C:14](=[O:21])[NH:15][C@H:16]1[CH2:20][CH2:19][NH:18][CH2:17]1)([CH3:12])([CH3:11])[CH3:10].C(N(C(C)C)C(C)C)C.ClCCl, predict the reaction product. The product is: [C:9]([O:13][C:14](=[O:21])[NH:15][C@H:16]1[CH2:20][CH2:19][N:18]([C:5]2[N:4]=[CH:3][C:2]([Br:1])=[CH:7][N:6]=2)[CH2:17]1)([CH3:12])([CH3:10])[CH3:11].